From a dataset of Catalyst prediction with 721,799 reactions and 888 catalyst types from USPTO. Predict which catalyst facilitates the given reaction. (1) Reactant: [CH:1]1(/[C:6](/[N:12]2[CH:16]=[C:15]([C:17]3[C:18]4[CH:25]=[CH:24][N:23]([CH2:26][O:27][CH2:28][CH2:29][Si:30]([CH3:33])([CH3:32])[CH3:31])[C:19]=4[N:20]=[CH:21][N:22]=3)[CH:14]=[N:13]2)=[CH:7]\[C:8]([O:10][CH3:11])=[O:9])[CH2:5][CH2:4][CH2:3][CH2:2]1.[H][H]. Product: [CH:1]1([C@H:6]([N:12]2[CH:16]=[C:15]([C:17]3[C:18]4[CH:25]=[CH:24][N:23]([CH2:26][O:27][CH2:28][CH2:29][Si:30]([CH3:32])([CH3:31])[CH3:33])[C:19]=4[N:20]=[CH:21][N:22]=3)[CH:14]=[N:13]2)[CH2:7][C:8]([O:10][CH3:11])=[O:9])[CH2:5][CH2:4][CH2:3][CH2:2]1. The catalyst class is: 7. (2) Reactant: [CH:1]1[C:14]2=[C:15]3[C:16]4[C:7](=[CH:8][CH:9]=[CH:10][C:11]=4[C:12](=[O:18])[C:13]2=[O:17])[C:6](=[O:19])[C:5](=[O:20])[C:4]3=[CH:3][CH:2]=1.[N+:21]([O-])([OH:23])=[O:22]. Product: [N+:21]([C:2]1[CH:3]=[C:4]2[C:15]3[C:16]4[C:7]([C:6](=[O:19])[C:5]2=[O:20])=[CH:8][CH:9]=[CH:10][C:11]=4[C:12](=[O:18])[C:13](=[O:17])[C:14]=3[CH:1]=1)([O-:23])=[O:22]. The catalyst class is: 6. (3) Reactant: [NH2:1][CH:2]([OH:23])[C@H:3]([CH3:22])[CH2:4][CH2:5][C:6]1[S:7][C:8]([C:11]#[C:12][CH2:13][CH2:14][CH2:15][CH:16]2[CH2:21][CH2:20][CH2:19][CH2:18][CH2:17]2)=[CH:9][CH:10]=1.S(=O)(=O)(O)[OH:25].[OH-].[Na+]. Product: [NH2:1][CH:2]([OH:23])[C@H:3]([CH3:22])[CH2:4][CH2:5][C:6]1[S:7][C:8]([C:11](=[O:25])[CH2:12][CH2:13][CH2:14][CH2:15][CH:16]2[CH2:17][CH2:18][CH2:19][CH2:20][CH2:21]2)=[CH:9][CH:10]=1. The catalyst class is: 5. (4) Reactant: [OH:1][N:2]=[C:3]([C:11]#[N:12])[C:4]1[CH:9]=[CH:8][CH:7]=[C:6]([CH3:10])[CH:5]=1.ClCCl.[CH3:16][C:17]1[CH:22]=[CH:21][C:20]([S:23](Cl)(=[O:25])=[O:24])=[CH:19][CH:18]=1. Product: [CH3:10][C:6]1[CH:5]=[C:4]([CH:9]=[CH:8][CH:7]=1)[C:3]([C:11]#[N:12])=[N:2][O:1][S:23]([C:20]1[CH:21]=[CH:22][C:17]([CH3:16])=[CH:18][CH:19]=1)(=[O:25])=[O:24]. The catalyst class is: 66. (5) Reactant: [CH:1]1([NH:6][C:7]2[CH:12]=[C:11]([C:13]3[C:14]([C:22]4[N:23]=[C:24]([CH3:27])[S:25][CH:26]=4)=[N:15][N:16]4[CH:21]=[CH:20][CH:19]=[CH:18][C:17]=34)[CH:10]=[CH:9][N:8]=2)[CH2:5][CH2:4][CH2:3][CH2:2]1.C([Li])CCC.C(Cl)(Cl)(Cl)[Cl:34]. Product: [Cl:34][C:21]1[N:16]2[N:15]=[C:14]([C:22]3[N:23]=[C:24]([CH3:27])[S:25][CH:26]=3)[C:13]([C:11]3[CH:10]=[CH:9][N:8]=[C:7]([NH:6][CH:1]4[CH2:2][CH2:3][CH2:4][CH2:5]4)[CH:12]=3)=[C:17]2[CH:18]=[CH:19][CH:20]=1. The catalyst class is: 7. (6) Reactant: Cl[C:2]1[CH:9]=[CH:8][C:5]([C:6]#[N:7])=[CH:4][N:3]=1.[NH:10]1[CH2:15][CH2:14][NH:13][CH2:12][CH2:11]1. Product: [N:10]1([C:2]2[CH:9]=[CH:8][C:5]([C:6]#[N:7])=[CH:4][N:3]=2)[CH2:15][CH2:14][NH:13][CH2:12][CH2:11]1. The catalyst class is: 47. (7) Reactant: [C:1]([C:4]1[CH:8]=[C:7]([CH2:9][CH3:10])[N:6]([CH2:11][CH3:12])[N:5]=1)(=[O:3])[CH3:2].C[Si]([N-][Si](C)(C)C)(C)C.[Li+].C(O[C@H:27]1[NH:30][C:29](=[O:31])[C@@H:28]1[C@H:32]([O:34][Si:35]([C:38]([CH3:41])([CH3:40])[CH3:39])([CH3:37])[CH3:36])[CH3:33])(=O)C.[Cl-].[NH4+]. Product: [CH2:11]([N:6]1[C:7]([CH2:9][CH3:10])=[CH:8][C:4]([C:1]([CH2:2][C@H:27]2[NH:30][C:29](=[O:31])[C@@H:28]2[C@H:32]([O:34][Si:35]([C:38]([CH3:39])([CH3:41])[CH3:40])([CH3:37])[CH3:36])[CH3:33])=[O:3])=[N:5]1)[CH3:12]. The catalyst class is: 54.